From a dataset of Reaction yield outcomes from USPTO patents with 853,638 reactions. Predict the reaction yield, written as a fraction of the theoretical maximum amount of product (1.0 means a 100% yield; for example, 0.34 means a 34% yield). (1) The reactants are [CH2:1]([O:3][C:4]1[C:13]([O:14][CH3:15])=[CH:12][C:7]([C:8]([O:10][CH3:11])=[O:9])=[C:6]([N+:16]([O-])=O)[CH:5]=1)[CH3:2].[H][H]. The catalyst is CO.[Pd]. The product is [NH2:16][C:6]1[CH:5]=[C:4]([O:3][CH2:1][CH3:2])[C:13]([O:14][CH3:15])=[CH:12][C:7]=1[C:8]([O:10][CH3:11])=[O:9]. The yield is 0.920. (2) The reactants are [Br:1][C:2]1[CH:7]=[CH:6][C:5]([OH:8])=[C:4]([N:9]([CH3:11])[CH3:10])[CH:3]=1.C(N(C(C)C)C(C)C)C.Cl[CH2:22][O:23][CH3:24].O. The yield is 0.990. The product is [Br:1][C:2]1[CH:7]=[CH:6][C:5]([O:8][CH2:22][O:23][CH3:24])=[C:4]([N:9]([CH3:11])[CH3:10])[CH:3]=1. The catalyst is C(Cl)Cl. (3) The reactants are [N+:1]([O-:4])([O-])=[O:2].[K+].[CH3:6][O:7][C:8]1[C:13]2[CH2:14][CH2:15][CH2:16][C:17](=[O:19])[CH2:18][C:12]=2[CH:11]=[CH:10][CH:9]=1. The yield is 0.346. The product is [CH3:6][O:7][C:8]1[C:13]2[CH2:14][CH2:15][CH2:16][C:17](=[O:19])[CH2:18][C:12]=2[CH:11]=[CH:10][C:9]=1[N+:1]([O-:4])=[O:2]. The catalyst is C(#N)C.FC(F)(F)C(OC(=O)C(F)(F)F)=O. (4) The reactants are [C:1]([C:5]1[CH:6]=[C:7]([NH:32][C:33]([NH:35][C@@H:36]2[C:45]3[C:40](=[CH:41][CH:42]=[CH:43][CH:44]=3)[C@H:39]([O:46][C:47]3[CH:48]=[CH:49][C:50]4[N:51]([C:53]([N:56]5[CH2:61][CH2:60][CH2:59][CH2:58][C@@H:57]5[CH3:62])=[N:54][N:55]=4)[CH:52]=3)[CH2:38][CH2:37]2)=[O:34])[N:8]([C:10]2[CH:15]=[CH:14][C:13]([CH2:16][O:17][Si:18]([CH:25]([CH3:27])[CH3:26])([CH:22]([CH3:24])[CH3:23])[CH:19]([CH3:21])[CH3:20])=[C:12]([O:28][CH2:29][CH2:30][OH:31])[CH:11]=2)[N:9]=1)([CH3:4])([CH3:3])[CH3:2].[CH3:63][S:64](Cl)(=[O:66])=[O:65].CCN(C(C)C)C(C)C. The catalyst is C(Cl)Cl. The product is [C:1]([C:5]1[CH:6]=[C:7]([NH:32][C:33]([NH:35][C@@H:36]2[C:45]3[C:40](=[CH:41][CH:42]=[CH:43][CH:44]=3)[C@H:39]([O:46][C:47]3[CH:48]=[CH:49][C:50]4[N:51]([C:53]([N:56]5[CH2:61][CH2:60][CH2:59][CH2:58][C@@H:57]5[CH3:62])=[N:54][N:55]=4)[CH:52]=3)[CH2:38][CH2:37]2)=[O:34])[N:8]([C:10]2[CH:15]=[CH:14][C:13]([CH2:16][O:17][Si:18]([CH:25]([CH3:27])[CH3:26])([CH:22]([CH3:24])[CH3:23])[CH:19]([CH3:20])[CH3:21])=[C:12]([CH:11]=2)[O:28][CH2:29][CH2:30][O:31][S:64]([CH3:63])(=[O:66])=[O:65])[N:9]=1)([CH3:4])([CH3:3])[CH3:2]. The yield is 0.970. (5) The reactants are [F:1][C:2]1[CH:3]=[C:4]([C:9]2([CH2:15][CH2:16][C:17]([O:19]CC)=[O:18])[CH2:14][CH2:13][CH2:12][CH2:11][CH2:10]2)[CH:5]=[CH:6][C:7]=1[F:8].[OH-].[Na+].Cl. The catalyst is CO. The product is [F:1][C:2]1[CH:3]=[C:4]([C:9]2([CH2:15][CH2:16][C:17]([OH:19])=[O:18])[CH2:14][CH2:13][CH2:12][CH2:11][CH2:10]2)[CH:5]=[CH:6][C:7]=1[F:8]. The yield is 1.00.